Predict the reaction yield, written as a fraction of the theoretical maximum amount of product (1.0 means a 100% yield; for example, 0.34 means a 34% yield). From a dataset of Reaction yield outcomes from USPTO patents with 853,638 reactions. (1) The reactants are [F:1][C:2]1[CH:7]=[CH:6][C:5]([C:8](=[O:10])[CH3:9])=[C:4]([OH:11])[CH:3]=1.[CH3:12][C:13](=O)[CH3:14].N1CCCC1. The catalyst is C1C=CC=CC=1.C(OCC)(=O)C. The product is [F:1][C:2]1[CH:3]=[C:4]2[C:5]([C:8](=[O:10])[CH2:9][C:13]([CH3:14])([CH3:12])[O:11]2)=[CH:6][CH:7]=1. The yield is 0.707. (2) The reactants are [CH3:1][O:2][C:3]1[CH:7]=[C:6]([NH2:8])[NH:5][N:4]=1.O.[N+:10]([CH:13]([CH:16]=O)[CH:14]=O)([O-:12])=[O:11].[Na].C(OCC)(=O)C.C(O)(=O)C. The catalyst is O. The product is [CH3:1][O:2][C:3]1[C:7]2[C:6](=[N:8][CH:14]=[C:13]([N+:10]([O-:12])=[O:11])[CH:16]=2)[NH:5][N:4]=1. The yield is 0.430. (3) The reactants are C1(P(C2C=CC=CC=2)C2C=CC3C(=CC=CC=3)C=2C2C3C(=CC=CC=3)C=CC=2P(C2C=CC=CC=2)C2C=CC=CC=2)C=CC=CC=1.CC(C)([O-])C.[Na+].[Br:53][C:54]1[CH:63]=[CH:62][CH:61]=[C:60](Br)[C:55]=1[O:56][CH2:57][CH2:58][NH2:59]. The catalyst is C1(C)C=CC=CC=1.C(OCC)(=O)C.C1C=CC(/C=C/C(/C=C/C2C=CC=CC=2)=O)=CC=1.C1C=CC(/C=C/C(/C=C/C2C=CC=CC=2)=O)=CC=1.C1C=CC(/C=C/C(/C=C/C2C=CC=CC=2)=O)=CC=1.[Pd].[Pd]. The product is [Br:53][C:54]1[C:55]2[O:56][CH2:57][CH2:58][NH:59][C:60]=2[CH:61]=[CH:62][CH:63]=1. The yield is 0.480. (4) The reactants are [CH:1]([NH:4][CH:5]([CH3:7])[CH3:6])([CH3:3])[CH3:2].CC(O)C.[Br:12][C@H:13]([CH:17]([CH3:19])[CH3:18])[C:14]([OH:16])=[O:15]. The catalyst is CCCCCC. The product is [CH:1]([NH:4][CH:5]([CH3:7])[CH3:6])([CH3:3])[CH3:2].[Br:12][C@H:13]([CH:17]([CH3:19])[CH3:18])[C:14]([OH:16])=[O:15]. The yield is 0.930. (5) The reactants are B(Cl)(Cl)Cl.[F:5][C:6]1[CH:11]=[CH:10][C:9]([OH:12])=[CH:8][C:7]=1[CH3:13].CS[C:16]#[N:17].[Cl-].[Al+3].[Cl-].[Cl-]. The catalyst is ClCCl. The product is [F:5][C:6]1[C:7]([CH3:13])=[CH:8][C:9]([OH:12])=[C:10]([CH:11]=1)[C:16]#[N:17]. The yield is 0.580.